From a dataset of Reaction yield outcomes from USPTO patents with 853,638 reactions. Predict the reaction yield, written as a fraction of the theoretical maximum amount of product (1.0 means a 100% yield; for example, 0.34 means a 34% yield). (1) The reactants are [OH:1][CH2:2][C:3]([CH3:15])([CH3:14])[C:4]([O:6][CH2:7][C:8]1[CH:13]=[CH:12][CH:11]=[CH:10][CH:9]=1)=[O:5].[H-].[Na+].[N+:18]([C:21]1[CH:28]=[CH:27][CH:26]=[C:25]([N+]([O-])=O)[C:22]=1[C:23]#[N:24])([O-:20])=[O:19]. The catalyst is C1COCC1. The product is [C:23]([C:22]1[C:21]([N+:18]([O-:20])=[O:19])=[CH:28][CH:27]=[CH:26][C:25]=1[O:1][CH2:2][C:3]([CH3:15])([CH3:14])[C:4]([O:6][CH2:7][C:8]1[CH:13]=[CH:12][CH:11]=[CH:10][CH:9]=1)=[O:5])#[N:24]. The yield is 0.870. (2) The reactants are [CH2:1]([C:5]1[N:6]=[C:7]([CH3:27])[NH:8][C:9](=[O:26])[C:10]=1[CH2:11][C:12]1[CH:17]=[CH:16][C:15]([C:18]2[C:19]([C:24]#[N:25])=[CH:20][CH:21]=[CH:22][CH:23]=2)=[CH:14][CH:13]=1)[CH2:2][CH2:3][CH3:4].C(=O)([O-])[O-].[Cs+].[Cs+].Br[CH:35]([C:37]1[CH:42]=[CH:41][CH:40]=[CH:39][CH:38]=1)[CH3:36].CN(C)C(=O)C. The catalyst is C(OCC)(=O)C. The product is [CH2:1]([C:5]1[N:6]=[C:7]([CH3:27])[N:8]([CH:35]([C:37]2[CH:42]=[CH:41][CH:40]=[CH:39][CH:38]=2)[CH3:36])[C:9](=[O:26])[C:10]=1[CH2:11][C:12]1[CH:17]=[CH:16][C:15]([C:18]2[C:19]([C:24]#[N:25])=[CH:20][CH:21]=[CH:22][CH:23]=2)=[CH:14][CH:13]=1)[CH2:2][CH2:3][CH3:4]. The yield is 0.190. (3) The reactants are Cl[C:2]1[N:12]=[CH:11][CH:10]=[CH:9][C:3]=1[C:4]([O:6][CH2:7][CH3:8])=[O:5].[CH3:13][N:14]([CH2:16][C:17]1[CH:24]=[CH:23][C:20]([CH:21]=[CH2:22])=[CH:19][CH:18]=1)[CH3:15].C(N(CC)CC)C.C1(C)C=CC=CC=1P(C1C=CC=CC=1C)C1C=CC=CC=1C. The catalyst is CN(C)C=O.C([O-])(=O)C.[Pd+2].C([O-])(=O)C.O. The product is [CH3:15][N:14]([CH2:16][C:17]1[CH:18]=[CH:19][C:20](/[CH:21]=[CH:22]/[C:2]2[N:12]=[CH:11][CH:10]=[CH:9][C:3]=2[C:4]([O:6][CH2:7][CH3:8])=[O:5])=[CH:23][CH:24]=1)[CH3:13]. The yield is 0.270. (4) The reactants are [C:1]([O:9]CC)(=O)[CH2:2][C:3]([O:5][CH2:6][CH3:7])=[O:4].[H-].[Na+].[H][H].[CH2:16]([N:23]1[C:28]2[CH:29]=[CH:30][C:31]([Cl:33])=[CH:32][C:27]=2[C:26](=O)[O:25]C1=O)[C:17]1[CH:22]=[CH:21][CH:20]=[CH:19][CH:18]=1.Cl. The catalyst is CC(N(C)C)=O. The product is [CH2:6]([O:5][C:3]([C:2]1[C:1](=[O:9])[N:23]([CH2:16][C:17]2[CH:18]=[CH:19][CH:20]=[CH:21][CH:22]=2)[C:28]2[C:27]([C:26]=1[OH:25])=[CH:32][C:31]([Cl:33])=[CH:30][CH:29]=2)=[O:4])[CH3:7]. The yield is 0.860. (5) The reactants are C[O:2][C:3]([C:5]1[CH:14]=[C:13]([O:15]COCC[Si](C)(C)C)[C:12]2[C:7](=[C:8]([Br:26])[CH:9]=[C:10]([O:24][CH3:25])[CH:11]=2)[N:6]=1)=[O:4].O1CCCC1.O.O.[OH-].[Li+]. The catalyst is CO. The product is [Br:26][C:8]1[CH:9]=[C:10]([O:24][CH3:25])[CH:11]=[C:12]2[C:7]=1[NH:6][C:5]([C:3]([OH:4])=[O:2])=[CH:14][C:13]2=[O:15]. The yield is 0.800.